This data is from Forward reaction prediction with 1.9M reactions from USPTO patents (1976-2016). The task is: Predict the product of the given reaction. (1) The product is: [CH3:10][C:6]1[CH:7]=[CH:8][N:9]2[CH:12]=[CH:13][N:1]=[C:2]2[C:3]=1[C:4]#[N:5]. Given the reactants [NH2:1][C:2]1[N:9]=[CH:8][CH:7]=[C:6]([CH3:10])[C:3]=1[C:4]#[N:5].Cl[CH2:12][CH:13]=O, predict the reaction product. (2) Given the reactants C[O:2][C:3]1[CH:4]=[CH:5][C:6]2[C:11](=[O:12])[N:10]([C:13]3[CH:18]=[CH:17][C:16]([O:19][CH2:20][C:21]([F:24])([F:23])[F:22])=[CH:15][CH:14]=3)[C:9]([S:25][CH3:26])=[N:8][C:7]=2[N:27]=1.Cl.N1C=CC=CC=1.Cl, predict the reaction product. The product is: [CH3:26][S:25][C:9]1[N:10]([C:13]2[CH:14]=[CH:15][C:16]([O:19][CH2:20][C:21]([F:23])([F:22])[F:24])=[CH:17][CH:18]=2)[C:11](=[O:12])[C:6]2[CH:5]=[CH:4][C:3](=[O:2])[NH:27][C:7]=2[N:8]=1. (3) Given the reactants P12(SP3(SP(SP(S3)(S1)=S)(=S)S2)=S)=[S:2].[F:15][CH:16]([F:39])[C:17]1[N:37]=[CH:36][C:35]([CH3:38])=[CH:34][C:18]=1[C:19]([NH:21][C:22]1[C:31]2[CH2:30][CH2:29][C:28]([CH3:33])([CH3:32])[CH2:27][C:26]=2[CH:25]=[CH:24][CH:23]=1)=O, predict the reaction product. The product is: [F:15][CH:16]([F:39])[C:17]1[C:18]([C:19](=[S:2])[NH:21][C:22]2[C:31]3[CH2:30][CH2:29][C:28]([CH3:33])([CH3:32])[CH2:27][C:26]=3[CH:25]=[CH:24][CH:23]=2)=[CH:34][C:35]([CH3:38])=[CH:36][N:37]=1. (4) Given the reactants [CH3:1][C:2]1[CH:7]=[C:6]([C:8]#[C:9][C:10]2[N:11]=[C:12]([CH3:15])[NH:13][CH:14]=2)[CH:5]=[CH:4][N:3]=1.Br[CH2:17][CH:18]1[CH2:20][CH2:19]1, predict the reaction product. The product is: [CH:18]1([CH2:17][N:13]2[CH:14]=[C:10]([C:9]#[C:8][C:6]3[CH:5]=[CH:4][N:3]=[C:2]([CH3:1])[CH:7]=3)[N:11]=[C:12]2[CH3:15])[CH2:20][CH2:19]1. (5) Given the reactants Br[C:2]1[CH:20]=[CH:19][C:5]([C:6]([NH:8][C@H:9]([CH3:18])[CH2:10][N:11]([CH2:15][CH2:16][CH3:17])[CH2:12][CH2:13][CH3:14])=[O:7])=[CH:4][CH:3]=1.B1(B2OCC(C)(C)CO2)OCC(C)(C)CO1.C([O-])(=O)C.[K+].ClCCl.[F:45][C:46]1[C:47]([CH3:77])=[C:48]([C@:52]2([C:65]([O:67][CH2:68][C:69]3[CH:74]=[CH:73][C:72]([O:75][CH3:76])=[CH:71][CH:70]=3)=[O:66])[CH2:56][CH2:55][C:54](OS(C(F)(F)F)(=O)=O)=[CH:53]2)[CH:49]=[CH:50][CH:51]=1.C(=O)([O-])[O-].[Cs+].[Cs+], predict the reaction product. The product is: [CH2:12]([N:11]([CH2:15][CH2:16][CH3:17])[CH2:10][C@H:9]([NH:8][C:6]([C:5]1[CH:19]=[CH:20][C:2]([C:54]2[CH2:55][CH2:56][C@:52]([C:48]3[CH:49]=[CH:50][CH:51]=[C:46]([F:45])[C:47]=3[CH3:77])([C:65]([O:67][CH2:68][C:69]3[CH:74]=[CH:73][C:72]([O:75][CH3:76])=[CH:71][CH:70]=3)=[O:66])[CH:53]=2)=[CH:3][CH:4]=1)=[O:7])[CH3:18])[CH2:13][CH3:14]. (6) Given the reactants [Cl:1][C:2]1[C:3]([O:12][C:13]2[CH:18]=[C:17]([O:19][CH2:20][CH2:21][O:22][CH3:23])[CH:16]=[CH:15][C:14]=2[CH2:24][CH2:25][CH2:26][NH2:27])=[N:4][CH:5]=[C:6]([C:8]([F:11])([F:10])[F:9])[CH:7]=1.N1C=CC=CC=1.[Cl:34][C:35]1[CH:40]=[CH:39][CH:38]=[CH:37][C:36]=1[S:41](Cl)(=[O:43])=[O:42].Cl, predict the reaction product. The product is: [Cl:34][C:35]1[CH:40]=[CH:39][CH:38]=[CH:37][C:36]=1[S:41]([NH:27][CH2:26][CH2:25][CH2:24][C:14]1[CH:15]=[CH:16][C:17]([O:19][CH2:20][CH2:21][O:22][CH3:23])=[CH:18][C:13]=1[O:12][C:3]1[C:2]([Cl:1])=[CH:7][C:6]([C:8]([F:9])([F:11])[F:10])=[CH:5][N:4]=1)(=[O:43])=[O:42].